Dataset: Peptide-MHC class I binding affinity with 185,985 pairs from IEDB/IMGT. Task: Regression. Given a peptide amino acid sequence and an MHC pseudo amino acid sequence, predict their binding affinity value. This is MHC class I binding data. (1) The peptide sequence is STKLRMVTGL. The MHC is Mamu-A02 with pseudo-sequence Mamu-A02. The binding affinity (normalized) is 0.700. (2) The peptide sequence is ITASKDLCF. The MHC is HLA-B44:02 with pseudo-sequence HLA-B44:02. The binding affinity (normalized) is 0.0847. (3) The peptide sequence is YGGKKAVTY. The MHC is HLA-A01:01 with pseudo-sequence HLA-A01:01. The binding affinity (normalized) is 0.0847.